Dataset: Full USPTO retrosynthesis dataset with 1.9M reactions from patents (1976-2016). Task: Predict the reactants needed to synthesize the given product. (1) The reactants are: N1C=CC=CC=1.C(OC(=O)C)(=O)C.[CH2:14]([O:16][C:17]([C:19]([C:30]([O:32][CH2:33][CH3:34])=[O:31])([CH2:25][CH2:26][C:27]([OH:29])=O)[CH2:20][CH2:21]C(O)=O)=[O:18])[CH3:15].C(=O)([O-])[O-].[K+].[K+]. Given the product [O:29]=[C:27]1[CH2:21][CH2:20][C:19]([C:17]([O:16][CH2:14][CH3:15])=[O:18])([C:30]([O:32][CH2:33][CH3:34])=[O:31])[CH2:25][CH2:26]1, predict the reactants needed to synthesize it. (2) Given the product [CH2:1]([O:8][C:9]([C:10]1[C:22]([CH2:23][CH3:24])=[N:25][N:13]([C:14]2[CH:19]=[CH:18][C:17]([F:20])=[CH:16][CH:15]=2)[C:11]=1[CH3:12])=[O:21])[C:2]1[CH:7]=[CH:6][CH:5]=[CH:4][CH:3]=1, predict the reactants needed to synthesize it. The reactants are: [CH2:1]([O:8][C:9](=[O:21])/[CH:10]=[C:11](\[NH:13][C:14]1[CH:19]=[CH:18][C:17]([F:20])=[CH:16][CH:15]=1)/[CH3:12])[C:2]1[CH:7]=[CH:6][CH:5]=[CH:4][CH:3]=1.[C:22](#[N:25])[CH2:23][CH3:24]. (3) Given the product [N:6]1[CH:11]=[CH:10][CH:9]=[C:8]([CH2:12][O:13][C:14](=[O:15])[NH:16][C:17]2[S:18][CH:19]=[C:20]([CH2:22][C:23]([NH:25][CH2:26][CH2:27][CH2:28][CH2:29][CH2:30][C:31]([NH:2][OH:3])=[O:33])=[O:24])[N:21]=2)[CH:7]=1, predict the reactants needed to synthesize it. The reactants are: Cl.[NH2:2][OH:3].[OH-].[K+].[N:6]1[CH:11]=[CH:10][CH:9]=[C:8]([CH2:12][O:13][C:14]([NH:16][C:17]2[S:18][CH:19]=[C:20]([CH2:22][C:23]([NH:25][CH2:26][CH2:27][CH2:28][CH2:29][CH2:30][C:31]([O:33]C)=O)=[O:24])[N:21]=2)=[O:15])[CH:7]=1.O. (4) Given the product [OH:1][CH2:2][C@@H:3]([NH:8][C:9]([C:11]1[CH:16]=[N:15][C:14]([N:17]2[CH2:18][CH2:19][CH2:20][CH2:21]2)=[C:13]([O:22][CH2:23][CH2:24][O:27][CH3:26])[N:12]=1)=[O:10])[CH2:4][CH:5]([CH3:7])[CH3:6], predict the reactants needed to synthesize it. The reactants are: [OH:1][CH2:2][C@@H:3]([NH:8][C:9]([C:11]1[CH:16]=[N:15][C:14]([N:17]2[CH2:21][CH2:20][CH2:19][CH2:18]2)=[C:13]([O:22][CH2:23][CH2:24]C)[N:12]=1)=[O:10])[CH2:4][CH:5]([CH3:7])[CH3:6].[CH3:26][O:27]CCOC1N=C(C(O)=O)C=NC=1N1CCCC1.N[C@@H](CC(C)C)CO.